From a dataset of Forward reaction prediction with 1.9M reactions from USPTO patents (1976-2016). Predict the product of the given reaction. The product is: [C:1]([O:5][C:6]([N:8]1[CH:13]([CH:14]([OH:26])[CH:15]([NH2:23])[CH2:16][C:17]2[CH:18]=[CH:19][CH:20]=[CH:21][CH:22]=2)[CH:12]2[CH:27]([CH2:28][O:29][CH3:30])[CH:9]1[CH2:10][CH2:11]2)=[O:7])([CH3:3])([CH3:2])[CH3:4]. Given the reactants [C:1]([O:5][C:6]([N:8]1[CH:13]([CH:14]([OH:26])[CH:15]([N+:23]([O-])=O)[CH2:16][C:17]2[CH:22]=[CH:21][CH:20]=[CH:19][CH:18]=2)[CH:12]2[CH:27]([CH2:28][O:29][CH3:30])[CH:9]1[CH2:10][CH2:11]2)=[O:7])([CH3:4])([CH3:3])[CH3:2].[BH4-].[Na+], predict the reaction product.